From a dataset of TCR-epitope binding with 47,182 pairs between 192 epitopes and 23,139 TCRs. Binary Classification. Given a T-cell receptor sequence (or CDR3 region) and an epitope sequence, predict whether binding occurs between them. (1) The epitope is YLDAYNMMI. Result: 0 (the TCR does not bind to the epitope). The TCR CDR3 sequence is CSARPRTSGSGAGELFF. (2) The epitope is RLRAEAQVK. The TCR CDR3 sequence is CASSLASGRSTEAFF. Result: 1 (the TCR binds to the epitope). (3) The epitope is DATYQRTRALVR. The TCR CDR3 sequence is CASSSEPGEQYF. Result: 0 (the TCR does not bind to the epitope). (4) The epitope is RTLNAWVKV. The TCR CDR3 sequence is CASSHPGNTGELFF. Result: 0 (the TCR does not bind to the epitope). (5) The epitope is ELAGIGILTV. The TCR CDR3 sequence is CACPSGVEQFF. Result: 1 (the TCR binds to the epitope). (6) The epitope is IPIQASLPF. The TCR CDR3 sequence is CASRPYLQGTDTQYF. Result: 1 (the TCR binds to the epitope). (7) The epitope is KLSALGINAV. The TCR CDR3 sequence is CASSQETSGTNLGTQYF. Result: 0 (the TCR does not bind to the epitope).